This data is from Retrosynthesis with 50K atom-mapped reactions and 10 reaction types from USPTO. The task is: Predict the reactants needed to synthesize the given product. (1) Given the product COC(=O)c1ccc(Nc2nc(SC)nc(N)c2C(N)=O)c(OC)c1, predict the reactants needed to synthesize it. The reactants are: COC(=O)c1ccc(Nc2nc(SC)nc(Cl)c2C(N)=O)c(OC)c1.[NH4+]. (2) Given the product CCCC[C@H](O)CCO, predict the reactants needed to synthesize it. The reactants are: CCCC[C@H](O)CC(=O)OC. (3) Given the product O=C(O)c1cc(F)c(NS(=O)(=O)c2ccccn2)cc1F, predict the reactants needed to synthesize it. The reactants are: COC(=O)c1cc(F)c(NS(=O)(=O)c2ccccn2)cc1F. (4) Given the product O=c1n(CCc2ccc3ccccc3n2)nc2c(-c3ncco3)cccn12, predict the reactants needed to synthesize it. The reactants are: CCCC[Sn](CCCC)(CCCC)c1ncco1.O=c1n(CCc2ccc3ccccc3n2)nc2c(Br)cccn12. (5) Given the product CN[C@@H](C)C(=O)N[C@@H]1C(=O)N(Cc2c(OC)ccc3cc(Br)ccc23)c2ccccc2N(C(=O)CCOC)[C@H]1C, predict the reactants needed to synthesize it. The reactants are: COCCC(=O)N1c2ccccc2N(Cc2c(OC)ccc3cc(Br)ccc23)C(=O)[C@@H](NC(=O)[C@H](C)N(C)C(=O)OC(C)(C)C)[C@@H]1C.